Dataset: Reaction yield outcomes from USPTO patents with 853,638 reactions. Task: Predict the reaction yield, written as a fraction of the theoretical maximum amount of product (1.0 means a 100% yield; for example, 0.34 means a 34% yield). The reactants are [C:1]([O:5][C:6]([NH:8][C@@H:9]([C@H:13]([O:15][CH3:16])[CH3:14])[C:10]([OH:12])=O)=[O:7])([CH3:4])([CH3:3])[CH3:2].CN(C(O[N:25]1N=NC2C=[CH:29][CH:30]=[CH:31][C:26]1=2)=[N+](C)C)C.[B-](F)(F)(F)F.N1CCCC1. The catalyst is C(Cl)Cl. The product is [CH3:16][O:15][C@H:13]([CH3:14])[C@H:9]([NH:8][C:6](=[O:7])[O:5][C:1]([CH3:2])([CH3:3])[CH3:4])[C:10](=[O:12])[N:25]1[CH2:26][CH2:31][CH2:30][CH2:29]1. The yield is 0.950.